Predict which catalyst facilitates the given reaction. From a dataset of Catalyst prediction with 721,799 reactions and 888 catalyst types from USPTO. (1) Reactant: [C:1]1([C:21]2[CH:26]=[CH:25][CH:24]=[CH:23][CH:22]=2)[CH:6]=[CH:5][C:4]([C:7]([NH:9][NH:10][C:11]([NH:13][C:14]2[CH:19]=[CH:18][CH:17]=[CH:16][C:15]=2[F:20])=[S:12])=O)=[CH:3][CH:2]=1.Cl. Product: [C:1]1([C:21]2[CH:26]=[CH:25][CH:24]=[CH:23][CH:22]=2)[CH:6]=[CH:5][C:4]([C:7]2[N:13]([C:14]3[CH:19]=[CH:18][CH:17]=[CH:16][C:15]=3[F:20])[C:11]([SH:12])=[N:10][N:9]=2)=[CH:3][CH:2]=1. The catalyst class is: 74. (2) Reactant: [F:1][C:2]1[CH:7]=[C:6]([F:8])[C:5]([F:9])=[CH:4][C:3]=1[N:10]=[C:11]=S.[NH:13]([C:15](=[O:37])[C:16]([NH:18][C:19]1[CH:36]=[CH:35][C:22]([O:23][C@H:24]2[CH2:29][CH2:28][C@H:27]([C:30]([O:32][CH2:33][CH3:34])=[O:31])[CH2:26][CH2:25]2)=[CH:21][CH:20]=1)=[O:17])[NH2:14].CCN=C=NCCCN(C)C. Product: [F:1][C:2]1[CH:7]=[C:6]([F:8])[C:5]([F:9])=[CH:4][C:3]=1[NH:10][C:11]1[O:37][C:15]([C:16]([NH:18][C:19]2[CH:36]=[CH:35][C:22]([O:23][C@H:24]3[CH2:25][CH2:26][C@H:27]([C:30]([O:32][CH2:33][CH3:34])=[O:31])[CH2:28][CH2:29]3)=[CH:21][CH:20]=2)=[O:17])=[N:13][N:14]=1. The catalyst class is: 44. (3) Reactant: [CH3:1][O:2][C:3]1[CH:15]=[CH:14][C:6]([O:7][CH:8]2[CH2:13][CH2:12][NH:11][CH2:10][CH2:9]2)=[CH:5][CH:4]=1.[NH2:16][C:17]1[N:18]=[C:19]([C:39]2[CH:44]=[CH:43][CH:42]=[CH:41][CH:40]=2)[C:20]2[C:29](=[O:30])[C:28]3[C:23](=[C:24](OS(C(F)(F)F)(=O)=O)[CH:25]=[CH:26][CH:27]=3)[C:21]=2[N:22]=1.C(N(C(C)C)CC)(C)C. Product: [NH2:16][C:17]1[N:18]=[C:19]([C:39]2[CH:40]=[CH:41][CH:42]=[CH:43][CH:44]=2)[C:20]2[C:29](=[O:30])[C:28]3[C:23](=[C:24]([N:11]4[CH2:12][CH2:13][CH:8]([O:7][C:6]5[CH:5]=[CH:4][C:3]([O:2][CH3:1])=[CH:15][CH:14]=5)[CH2:9][CH2:10]4)[CH:25]=[CH:26][CH:27]=3)[C:21]=2[N:22]=1. The catalyst class is: 37. (4) Reactant: [CH2:1]([O:3][C:4](=[O:20])[CH2:5][C:6]([C@@H:8]1[CH2:12][CH2:11][CH2:10][N:9]1[C:13]([O:15][C:16]([CH3:19])([CH3:18])[CH3:17])=[O:14])=O)[CH3:2].[NH2:21]/[C:22](/[CH2:29][CH2:30][CH2:31][CH:32]([CH3:34])[CH3:33])=[CH:23]\[C:24]([O:26][CH2:27][CH3:28])=[O:25].[CH:35]([C:37]1[CH:45]=[CH:44][C:40]([C:41]([OH:43])=[O:42])=[CH:39][CH:38]=1)=O.N1CCCCC1. Product: [C:16]([O:15][C:13]([N:9]1[CH2:10][CH2:11][CH2:12][C@H:8]1[C:6]1[NH:21][C:22]([CH2:29][CH2:30][CH2:31][CH:32]([CH3:33])[CH3:34])=[C:23]([C:24]([O:26][CH2:27][CH3:28])=[O:25])[CH:35]([C:37]2[CH:45]=[CH:44][C:40]([C:41]([OH:43])=[O:42])=[CH:39][CH:38]=2)[C:5]=1[C:4]([O:3][CH2:1][CH3:2])=[O:20])=[O:14])([CH3:19])([CH3:18])[CH3:17]. The catalyst class is: 11.